From a dataset of Reaction yield outcomes from USPTO patents with 853,638 reactions. Predict the reaction yield, written as a fraction of the theoretical maximum amount of product (1.0 means a 100% yield; for example, 0.34 means a 34% yield). The reactants are [N+:1]([C:4]1[CH:9]=[CH:8][C:7]([N:10]2[C:18]3[C:13](=[CH:14][CH:15]=[CH:16][CH:17]=3)[CH:12]=[C:11]2[C:19]([OH:21])=[O:20])=[CH:6][CH:5]=1)([O-])=O.NN. The catalyst is C(O)C.[Ni]. The product is [NH2:1][C:4]1[CH:5]=[CH:6][C:7]([N:10]2[C:18]3[C:13](=[CH:14][CH:15]=[CH:16][CH:17]=3)[CH:12]=[C:11]2[C:19]([OH:21])=[O:20])=[CH:8][CH:9]=1. The yield is 0.800.